Dataset: Catalyst prediction with 721,799 reactions and 888 catalyst types from USPTO. Task: Predict which catalyst facilitates the given reaction. (1) Reactant: [Br:1][C:2]1[CH:3]=[C:4]2[C:8](=[CH:9][CH:10]=1)[C:7](=O)[CH2:6][CH2:5]2.Cl.[O:13]([NH2:15])[CH3:14].N1C=CC=CC=1.C(=O)([O-])O.[Na+]. Product: [CH3:14][O:13][N:15]=[C:7]1[C:8]2[C:4](=[CH:3][C:2]([Br:1])=[CH:10][CH:9]=2)[CH2:5][CH2:6]1. The catalyst class is: 8. (2) Reactant: [NH:1]1[C:5](=[O:6])[CH:4]=[CH:3][C:2]1=[O:7].FC(F)(F)C(O)=O.[CH2:15]([N:22]([CH2:28]OC)[CH2:23][Si](C)(C)C)[C:16]1[CH:21]=[CH:20][CH:19]=[CH:18][CH:17]=1. Product: [CH2:15]([N:22]1[CH2:28][C@@H:3]2[C:2](=[O:7])[NH:1][C:5](=[O:6])[C@@H:4]2[CH2:23]1)[C:16]1[CH:21]=[CH:20][CH:19]=[CH:18][CH:17]=1. The catalyst class is: 4. (3) Reactant: [CH2:1]([O:8][CH:9]1[CH2:14][CH2:13][C:12]([N:17]([CH3:19])[CH3:18])([C:15]#N)[CH2:11][CH2:10]1)[C:2]1[CH:7]=[CH:6][CH:5]=[CH:4][CH:3]=1.C([Mg]Cl)[C:21]1[CH:26]=[CH:25][CH:24]=[CH:23][CH:22]=1.[Cl-].[NH4+]. Product: [CH2:15]([C:12]1([N:17]([CH3:19])[CH3:18])[CH2:13][CH2:14][CH:9]([O:8][CH2:1][C:2]2[CH:7]=[CH:6][CH:5]=[CH:4][CH:3]=2)[CH2:10][CH2:11]1)[C:21]1[CH:26]=[CH:25][CH:24]=[CH:23][CH:22]=1. The catalyst class is: 7. (4) Reactant: [CH3:1][N:2]1[C:6]([CH3:7])=[N:5][NH:4][C:3]1=[O:8].[H-].[Na+].[CH2:11]([CH:13]1[O:15][CH2:14]1)Br.O. Product: [CH3:1][N:2]1[C:6]([CH3:7])=[N:5][N:4]([CH2:11][CH:13]2[CH2:14][O:15]2)[C:3]1=[O:8]. The catalyst class is: 42. (5) Reactant: [CH3:1][C:2]1[C:6]([CH2:7][OH:8])=[CH:5][N:4]([C:9]2[CH:14]=[CH:13][C:12]([C:15]([F:18])([F:17])[F:16])=[CH:11][N:10]=2)[N:3]=1.O[C:20]1[CH:21]=[C:22]([CH:31]=[CH:32][CH:33]=1)[O:23][C:24]([CH3:30])([CH3:29])[C:25]([O:27]C)=[O:26].C1(P(C2C=CC=CC=2)C2C=CC=CC=2)C=CC=CC=1.N(C(OCC)=O)=NC(OCC)=O. Product: [CH3:30][C:24]([O:23][C:22]1[CH:31]=[CH:32][CH:33]=[C:20]([O:8][CH2:7][C:6]2[C:2]([CH3:1])=[N:3][N:4]([C:9]3[CH:14]=[CH:13][C:12]([C:15]([F:18])([F:16])[F:17])=[CH:11][N:10]=3)[CH:5]=2)[CH:21]=1)([CH3:29])[C:25]([OH:27])=[O:26]. The catalyst class is: 359. (6) Product: [CH3:26][S:23]([C:19]1[CH:18]=[C:17]([C:14]2[CH:13]=[CH:12][C:11]([N:9]3[CH:10]=[C:6]([C:4]([NH2:38])=[O:5])[N:7]=[C:8]3[C:27]3[CH:32]=[CH:31][CH:30]=[CH:29][C:28]=3[C:33]([F:34])([F:36])[F:35])=[CH:16][CH:15]=2)[CH:22]=[CH:21][CH:20]=1)(=[O:25])=[O:24]. The catalyst class is: 5. Reactant: C(O[C:4]([C:6]1[N:7]=[C:8]([C:27]2[CH:32]=[CH:31][CH:30]=[CH:29][C:28]=2[C:33]([F:36])([F:35])[F:34])[N:9]([C:11]2[CH:16]=[CH:15][C:14]([C:17]3[CH:22]=[CH:21][CH:20]=[C:19]([S:23]([CH3:26])(=[O:25])=[O:24])[CH:18]=3)=[CH:13][CH:12]=2)[CH:10]=1)=[O:5])C.[C-]#[N:38].[Na+].N. (7) Product: [CH3:1][C:2]1[N:3]=[CH:4][C:5]([CH2:8][NH:9][C:10]2[S:11][C:12](=[CH:26][C:22]3[CH:23]=[CH:24][C:25]4[C:20](=[CH:19][CH:18]=[CH:17][N:16]=4)[N:21]=3)[C:13](=[O:15])[N:14]=2)=[N:6][CH:7]=1. The catalyst class is: 11. Reactant: [CH3:1][C:2]1[N:3]=[CH:4][C:5]([CH2:8][NH:9][C:10]2[S:11][CH2:12][C:13](=[O:15])[N:14]=2)=[N:6][CH:7]=1.[N:16]1[C:25]2[C:20](=[N:21][C:22]([CH:26]=O)=[CH:23][CH:24]=2)[CH:19]=[CH:18][CH:17]=1.C(O)(=O)C1C=CC=CC=1.N1CCCCC1.